From a dataset of Peptide-MHC class II binding affinity with 134,281 pairs from IEDB. Regression. Given a peptide amino acid sequence and an MHC pseudo amino acid sequence, predict their binding affinity value. This is MHC class II binding data. (1) The peptide sequence is TVFLLVIVELIPSTSSA. The MHC is DRB1_0401 with pseudo-sequence DRB1_0401. The binding affinity (normalized) is 0.429. (2) The peptide sequence is FGHDSGFEVRHQKLV. The MHC is H-2-IAb with pseudo-sequence H-2-IAb. The binding affinity (normalized) is 0. (3) The peptide sequence is SVAYKAAVGATPEAK. The MHC is DRB5_0101 with pseudo-sequence DRB5_0101. The binding affinity (normalized) is 0.730. (4) The peptide sequence is EILIIIMRTFRIAIW. The MHC is DRB1_0101 with pseudo-sequence DRB1_0101. The binding affinity (normalized) is 0.951.